This data is from Peptide-MHC class II binding affinity with 134,281 pairs from IEDB. The task is: Regression. Given a peptide amino acid sequence and an MHC pseudo amino acid sequence, predict their binding affinity value. This is MHC class II binding data. (1) The binding affinity (normalized) is 0.290. The peptide sequence is SSSSSLLAMAVLAAL. The MHC is HLA-DPA10103-DPB10201 with pseudo-sequence HLA-DPA10103-DPB10201. (2) The peptide sequence is GAGAAPLSWSKEIYN. The MHC is HLA-DQA10102-DQB10602 with pseudo-sequence HLA-DQA10102-DQB10602. The binding affinity (normalized) is 0.109. (3) The binding affinity (normalized) is 0.257. The peptide sequence is QVCYNFKVQFLFSSM. The MHC is DRB1_0404 with pseudo-sequence DRB1_0404. (4) The peptide sequence is SGIDTNAYYVMTVGT. The MHC is DRB1_0401 with pseudo-sequence DRB1_0401. The binding affinity (normalized) is 0.357.